Dataset: Forward reaction prediction with 1.9M reactions from USPTO patents (1976-2016). Task: Predict the product of the given reaction. (1) Given the reactants C(O[C:6]([N:8]1[CH2:12][C:11](=[N:13][O:14][CH3:15])[CH2:10][C@H:9]1[C:16]([OH:18])=O)=[O:7])(C)(C)C.[C:19]1([C:28]2[CH:33]=[CH:32][CH:31]=[CH:30][CH:29]=2)[CH:24]=[CH:23][C:22](C(Cl)=O)=[CH:21][CH:20]=1.[NH2:34][CH2:35][CH2:36][CH2:37][C:38]([OH:40])=[O:39], predict the reaction product. The product is: [C:28]1([C:19]2[CH:20]=[CH:21][CH:22]=[CH:23][CH:24]=2)[CH:29]=[CH:30][C:31]([C:6]([N:8]2[CH2:12][C:11](=[N:13][O:14][CH3:15])[CH2:10][C@H:9]2[C:16]([NH:34][CH2:35][CH2:36][CH2:37][C:38]([OH:40])=[O:39])=[O:18])=[O:7])=[CH:32][CH:33]=1. (2) Given the reactants [CH:1]([Mg]Cl)([CH3:3])[CH3:2].[F:6][C:7]1[CH:12]=[CH:11][C:10]([C:13]([C:15]([C:17]2[CH:22]=[CH:21][C:20]([F:23])=[CH:19][CH:18]=2)=[O:16])=[O:14])=[CH:9][CH:8]=1, predict the reaction product. The product is: [CH:1]([O:16][CH:15]([C:13]([C:10]1[CH:11]=[CH:12][C:7]([F:6])=[CH:8][CH:9]=1)=[O:14])[C:17]1[CH:18]=[CH:19][C:20]([F:23])=[CH:21][CH:22]=1)([CH3:3])[CH3:2].